Dataset: Reaction yield outcomes from USPTO patents with 853,638 reactions. Task: Predict the reaction yield, written as a fraction of the theoretical maximum amount of product (1.0 means a 100% yield; for example, 0.34 means a 34% yield). The catalyst is O1CCOCC1. The product is [ClH:32].[CH3:33][C:5]1[C:6]2[C:7](=[N:8][N:11]3[C:12]([CH:16]4[CH2:21][CH2:20][NH:19][CH2:18][CH2:17]4)=[CH:13][C:14](=[O:15])[NH:9][C:10]3=2)[N:29]=[C:3]([C:2]([F:1])([F:31])[F:30])[CH:4]=1. The yield is 0.720. The reactants are [F:1][C:2]([F:31])([F:30])[C:3]1[CH:4]=[CH:5][C:6]2[C:7]([N:29]=1)=[N:8][N:9]1[C:14](=[O:15])[CH:13]=[C:12]([CH:16]3[CH2:21][CH2:20][N:19](C(OC(C)(C)C)=O)[CH2:18][CH2:17]3)[NH:11][C:10]=21.[ClH:32].[CH3:33]O.